From a dataset of Full USPTO retrosynthesis dataset with 1.9M reactions from patents (1976-2016). Predict the reactants needed to synthesize the given product. (1) Given the product [NH2:35][C@H:31]1[CH2:32][CH2:33][CH2:34][N:29]([C:21]2[C:20]([NH:19][C:15]([C:13]3[CH:12]=[CH:11][C:10]([F:18])=[C:9]([C:3]4[C:4]([F:8])=[CH:5][CH:6]=[CH:7][C:2]=4[F:1])[N:14]=3)=[O:17])=[CH:25][N:24]=[C:23]3[O:26][CH2:27][CH2:28][C:22]=23)[CH2:30]1, predict the reactants needed to synthesize it. The reactants are: [F:1][C:2]1[CH:7]=[CH:6][CH:5]=[C:4]([F:8])[C:3]=1[C:9]1[N:14]=[C:13]([C:15]([OH:17])=O)[CH:12]=[CH:11][C:10]=1[F:18].[NH2:19][C:20]1[C:21]([N:29]2[CH2:34][CH2:33][CH2:32][C@H:31]([NH:35]C(=O)OC(C)(C)C)[CH2:30]2)=[C:22]2[CH2:28][CH2:27][O:26][C:23]2=[N:24][CH:25]=1.CN(C(ON1N=NC2C=CC=NC1=2)=[N+](C)C)C.F[P-](F)(F)(F)(F)F.CCN(C(C)C)C(C)C. (2) Given the product [CH3:18][N:15]1[CH2:16][CH2:17][N:12]([C:6]2[CH:7]=[CH:8][CH:9]=[C:10]3[C:5]=2[N:4]=[CH:3][C:2]([S:44]([C:38]2[CH:43]=[CH:42][CH:41]=[CH:40][CH:39]=2)(=[O:46])=[O:45])=[CH:11]3)[CH2:13][CH2:14]1, predict the reactants needed to synthesize it. The reactants are: I[C:2]1[CH:3]=[N:4][C:5]2[C:10]([CH:11]=1)=[CH:9][CH:8]=[CH:7][C:6]=2[N:12]1[CH2:17][CH2:16][N:15]([CH3:18])[CH2:14][CH2:13]1.BrC1C=NC2C(C=1)=CC=CC=2N1CCN(C)CC1.[Na+].[C:38]1([S:44]([O-:46])=[O:45])[CH:43]=[CH:42][CH:41]=[CH:40][CH:39]=1.C(=O)([O-])O.[Na+]. (3) Given the product [OH:32][CH2:31][C@@H:20]([NH:8][CH2:9][C@H:10]([OH:19])[CH2:11][O:12][C:13]1[CH:14]=[CH:15][CH:16]=[CH:17][CH:18]=1)[CH2:21][C:22]1[CH:23]=[CH:24][C:25]([CH2:28][C:29]([OH:34])=[O:33])=[CH:26][CH:27]=1, predict the reactants needed to synthesize it. The reactants are: C([N:8]([C@H:20]([CH2:31][OH:32])[CH2:21][C:22]1[CH:27]=[CH:26][C:25]([C:28](=O)[CH3:29])=[CH:24][CH:23]=1)[CH2:9][C@H:10]([OH:19])[CH2:11][O:12][C:13]1[CH:18]=[CH:17][CH:16]=[CH:15][CH:14]=1)C1C=CC=CC=1.[OH2:33].[OH2:34].O.[N+]([O-])([O-])=O.[Tl+].Cl(O)(=O)(=O)=O.O1CCOCC1. (4) The reactants are: [OH:1][C:2]1[CH:7]=[CH:6][N:5]([C:8]2[S:9][C:10]([C:14]([OH:16])=O)=[C:11]([CH3:13])[N:12]=2)[C:4](=[O:17])[CH:3]=1.[F:18][C:19]1[CH:24]=[CH:23][C:22]([CH2:25][CH2:26][NH2:27])=[CH:21][CH:20]=1. Given the product [F:18][C:19]1[CH:24]=[CH:23][C:22]([CH2:25][CH2:26][NH:27][C:14]([C:10]2[S:9][C:8]([N:5]3[CH:6]=[CH:7][C:2]([OH:1])=[CH:3][C:4]3=[O:17])=[N:12][C:11]=2[CH3:13])=[O:16])=[CH:21][CH:20]=1, predict the reactants needed to synthesize it. (5) Given the product [Cl:1][C:2]1[N:3]=[C:4]([O:29][C:25]2[CH:26]=[CH:27][CH:28]=[C:23]([N+:20]([O-:22])=[O:21])[CH:24]=2)[C:5]2[CH:10]=[CH:9][N:8]([CH2:11][O:12][CH2:13][CH2:14][Si:15]([CH3:18])([CH3:17])[CH3:16])[C:6]=2[N:7]=1, predict the reactants needed to synthesize it. The reactants are: [Cl:1][C:2]1[N:3]=[C:4](Cl)[C:5]2[CH:10]=[CH:9][N:8]([CH2:11][O:12][CH2:13][CH2:14][Si:15]([CH3:18])([CH3:17])[CH3:16])[C:6]=2[N:7]=1.[N+:20]([C:23]1[CH:24]=[C:25]([OH:29])[CH:26]=[CH:27][CH:28]=1)([O-:22])=[O:21].C([O-])([O-])=O.[K+].[K+]. (6) The reactants are: Cl.[CH3:2][S:3][CH2:4][CH2:5][NH2:6].[CH2:7](N(CC)CC)C.[OH2:14].[C:15](OCC)(=[O:17])C.O1[CH2:25][CH2:24][CH2:23]C1. Given the product [CH3:2][S:3][CH2:4][CH2:5][NH:6][C:15](=[O:17])[O:14][C:24]([CH3:23])([CH3:25])[CH3:7], predict the reactants needed to synthesize it. (7) The reactants are: [C:1]([C:5]1[CH:10]=[CH:9][C:8]([S:11][C:12]2[CH:17]=[CH:16][C:15]([NH:18][C:19](=[O:30])[C:20]3[CH:25]=[CH:24][CH:23]=[C:22]([C:26]([F:29])([F:28])[F:27])[CH:21]=3)=[CH:14][C:13]=2[N+:31]([O-:33])=[O:32])=[CH:7][CH:6]=1)(C)(C)C.C([O-])([O-])=O.[K+].[K+].CC1C=CC(S)=CC=1. Given the product [N+:31]([C:13]1[CH:14]=[C:15]([NH:18][C:19](=[O:30])[C:20]2[CH:25]=[CH:24][CH:23]=[C:22]([C:26]([F:29])([F:27])[F:28])[CH:21]=2)[CH:16]=[CH:17][C:12]=1[S:11][C:8]1[CH:7]=[CH:6][C:5]([CH3:1])=[CH:10][CH:9]=1)([O-:33])=[O:32], predict the reactants needed to synthesize it.